Dataset: Full USPTO retrosynthesis dataset with 1.9M reactions from patents (1976-2016). Task: Predict the reactants needed to synthesize the given product. The reactants are: Cl.[NH2:2][OH:3].C(=O)([O-])[O-].[Na+].[Na+].[N+:10]([C:13]1[CH:20]=[CH:19][C:16]([C:17]#[N:18])=[CH:15][CH:14]=1)([O-:12])=[O:11]. Given the product [OH:3][NH:2][C:17](=[NH:18])[C:16]1[CH:15]=[CH:14][C:13]([N+:10]([O-:12])=[O:11])=[CH:20][CH:19]=1, predict the reactants needed to synthesize it.